This data is from Full USPTO retrosynthesis dataset with 1.9M reactions from patents (1976-2016). The task is: Predict the reactants needed to synthesize the given product. (1) Given the product [C:12]12([CH2:22][NH:23][C:24]([C:26]3[N:31]4[CH:32]=[C:33]([CH2:35][CH2:36][C:37]5[NH:38][N:7]=[N:6][N:5]=5)[N:34]=[C:30]4[CH:29]=[CH:28][CH:27]=3)=[O:25])[CH2:19][CH:18]3[CH2:20][CH:14]([CH2:15][CH:16]([CH2:17]3)[CH2:21]1)[CH2:13]2, predict the reactants needed to synthesize it. The reactants are: C[Al](C)C.[N:5]([Si](C)(C)C)=[N+:6]=[N-:7].[C:12]12([CH2:22][NH:23][C:24]([C:26]3[N:31]4[CH:32]=[C:33]([CH2:35][CH2:36][C:37]#[N:38])[N:34]=[C:30]4[CH:29]=[CH:28][CH:27]=3)=[O:25])[CH2:21][CH:16]3[CH2:17][CH:18]([CH2:20][CH:14]([CH2:15]3)[CH2:13]1)[CH2:19]2. (2) Given the product [Cl:23][C:24]1[CH:29]=[CH:28][CH:27]=[CH:26][C:25]=1[NH:30][C:31]([NH:1][C:2]1[CH:3]=[CH:4][C:5]([C:8]2[CH:13]=[CH:12][C:11]([C:14]([C@@H:16]3[CH2:18][C@H:17]3[C:19]([O:21][CH3:22])=[O:20])=[O:15])=[CH:10][CH:9]=2)=[CH:6][CH:7]=1)=[O:32], predict the reactants needed to synthesize it. The reactants are: [NH2:1][C:2]1[CH:7]=[CH:6][C:5]([C:8]2[CH:13]=[CH:12][C:11]([C:14]([C@@H:16]3[CH2:18][C@H:17]3[C:19]([O:21][CH3:22])=[O:20])=[O:15])=[CH:10][CH:9]=2)=[CH:4][CH:3]=1.[Cl:23][C:24]1[CH:29]=[CH:28][CH:27]=[CH:26][C:25]=1[N:30]=[C:31]=[O:32]. (3) Given the product [OH:10][CH2:9][C:8]1[CH:12]=[CH:13][C:5]([NH:4][C:1](=[O:3])[CH3:2])=[N:6][CH:7]=1, predict the reactants needed to synthesize it. The reactants are: [C:1]([NH:4][C:5]1[CH:13]=[CH:12][C:8]([C:9](O)=[O:10])=[CH:7][N:6]=1)(=[O:3])[CH3:2].NC1C=CC(C(O)=O)=CN=1.CN1CCOCC1.ClC(OCC)=O.[H-].[Al+3].[Li+].[H-].[H-].[H-].[OH-].[Na+]. (4) Given the product [CH3:1][O:2][C:3](=[O:4])[CH:5]=[CH:35][CH:34]([CH3:37])[CH2:33][O:32][CH2:25][C:26]1[CH:31]=[CH:30][CH:29]=[CH:28][CH:27]=1, predict the reactants needed to synthesize it. The reactants are: [CH3:1][O:2][C:3]([CH:5]=P(C1C=CC=CC=1)(C1C=CC=CC=1)C1C=CC=CC=1)=[O:4].[CH2:25]([O:32][CH2:33][CH:34]([CH3:37])[CH:35]=O)[C:26]1[CH:31]=[CH:30][CH:29]=[CH:28][CH:27]=1. (5) Given the product [CH2:1]([O:8][C:9]1[CH:16]=[CH:15][C:12]([CH:13]=[N+:22]([CH:19]([CH3:21])[CH3:20])[O-:23])=[CH:11][C:10]=1[O:17][CH3:18])[C:2]1[CH:7]=[CH:6][CH:5]=[CH:4][CH:3]=1, predict the reactants needed to synthesize it. The reactants are: [CH2:1]([O:8][C:9]1[CH:16]=[CH:15][C:12]([CH:13]=O)=[CH:11][C:10]=1[O:17][CH3:18])[C:2]1[CH:7]=[CH:6][CH:5]=[CH:4][CH:3]=1.[CH:19]([NH:22][OH:23])([CH3:21])[CH3:20].